From a dataset of Reaction yield outcomes from USPTO patents with 853,638 reactions. Predict the reaction yield, written as a fraction of the theoretical maximum amount of product (1.0 means a 100% yield; for example, 0.34 means a 34% yield). (1) The reactants are [Cl:1][CH2:2][C:3]([C:5]1[CH:10]=[CH:9][C:8]([Cl:11])=[CH:7][CH:6]=1)=[O:4].C(O)=O.C(N(CC)CC)C.Cl. The catalyst is C(OCC)(=O)C.C1(C)C=CC(S(N[C@H](C2C=CC=CC=2)[C@@H](C2C=CC=CC=2)N)(=O)=O)=CC=1.Cl[Rh+]C1(C)C(C)=C(C)C(C)=C1C. The product is [Cl:1][CH2:2][CH:3]([C:5]1[CH:10]=[CH:9][C:8]([Cl:11])=[CH:7][CH:6]=1)[OH:4]. The yield is 0.902. (2) The reactants are [F:1][C:2]1[CH:3]=[C:4]([C:8]2[CH:16]=[CH:15][CH:14]=[C:13]3[C:9]=2[CH2:10][C:11](=[O:17])[NH:12]3)[CH:5]=[CH:6][CH:7]=1.[CH2:18]([N:20]([CH2:36][CH3:37])[CH2:21][CH2:22][CH2:23][NH:24][C:25]([C:27]1[C:31]([CH3:32])=[C:30]([CH:33]=O)[NH:29][C:28]=1[CH3:35])=[O:26])[CH3:19]. The catalyst is C(O)C.N1CCCCC1. The product is [CH2:36]([N:20]([CH2:18][CH3:19])[CH2:21][CH2:22][CH2:23][NH:24][C:25]([C:27]1[C:31]([CH3:32])=[C:30]([CH:33]=[C:10]2[C:9]3[C:13](=[CH:14][CH:15]=[CH:16][C:8]=3[C:4]3[CH:5]=[CH:6][CH:7]=[C:2]([F:1])[CH:3]=3)[NH:12][C:11]2=[O:17])[NH:29][C:28]=1[CH3:35])=[O:26])[CH3:37]. The yield is 0.470.